Dataset: Full USPTO retrosynthesis dataset with 1.9M reactions from patents (1976-2016). Task: Predict the reactants needed to synthesize the given product. (1) Given the product [Cl:22][C:23]1[CH:28]=[CH:27][CH:26]=[C:25]([F:29])[C:24]=1[C:30]1[C:34]([C:35]([NH:1][CH:4]2[CH2:9][CH2:8][CH2:7][CH:6]([CH2:10][C:11]([O:13][CH2:20][CH3:21])=[O:12])[CH2:5]2)=[O:36])=[C:33]([CH3:38])[O:32][CH:39]=1, predict the reactants needed to synthesize it. The reactants are: [N+:1]([C:4]1[CH:5]=[C:6]([CH2:10][C:11]([OH:13])=[O:12])[CH:7]=[CH:8][CH:9]=1)([O-])=O.Cl.C(N([CH2:20][CH3:21])CC)C.[Cl:22][C:23]1[CH:28]=[CH:27][CH:26]=[C:25]([F:29])[C:24]=1[C:30]1[C:34]([C:35](Cl)=[O:36])=[C:33]([CH3:38])[O:32]N=1.[CH2:39](O)C. (2) Given the product [O:34]=[CH:24][C:25]1[CH:33]=[CH:32][C:30]([OH:31])=[C:27]([O:28][CH3:29])[CH:26]=1.[CH3:29][O:28][C:27]1[CH:26]=[C:25]([CH2:24][OH:34])[CH:33]=[CH:32][C:30]=1[OH:31], predict the reactants needed to synthesize it. The reactants are: C(O)(=O)/C=C/C1C=CC(O)=C(OC)C=1.N[C@H](C(O)=O)CC(=O)O.[C:24](O)(=[O:34])[C:25]1[CH:33]=[CH:32][C:30]([OH:31])=[C:27]([O:28][CH3:29])[CH:26]=1.